This data is from Reaction yield outcomes from USPTO patents with 853,638 reactions. The task is: Predict the reaction yield, written as a fraction of the theoretical maximum amount of product (1.0 means a 100% yield; for example, 0.34 means a 34% yield). (1) The product is [Cl:12][C:4]1[C:5]([O:10][CH3:11])=[CH:6][C:7]([O:8][CH3:9])=[C:2]([Cl:1])[C:3]=1[C:13]1[CH:14]=[C:15]2[C:20](=[CH:21][CH:22]=1)[N:19]=[C:18]([NH:23][C:24]1[C:29]([NH2:30])=[CH:28][CH:27]=[CH:26][C:25]=1[CH3:33])[N:17]=[CH:16]2. The yield is 1.00. The catalyst is CO.C(OCC)(=O)C.[Pd]. The reactants are [Cl:1][C:2]1[C:7]([O:8][CH3:9])=[CH:6][C:5]([O:10][CH3:11])=[C:4]([Cl:12])[C:3]=1[C:13]1[CH:14]=[C:15]2[C:20](=[CH:21][CH:22]=1)[N:19]=[C:18]([NH:23][C:24]1[C:29]([N+:30]([O-])=O)=[CH:28][CH:27]=[CH:26][C:25]=1[CH3:33])[N:17]=[CH:16]2. (2) The reactants are [Br:1][C:2]1[CH:10]=[C:9]2[C:5]([CH:6]=[C:7]([CH:12]=O)[N:8]2[CH3:11])=[CH:4][CH:3]=1.[CH3:14][N+:15]([O-:17])=[O:16]. No catalyst specified. The product is [Br:1][C:2]1[CH:10]=[C:9]2[C:5]([CH:6]=[C:7]([CH:12]=[CH:14][N+:15]([O-:17])=[O:16])[N:8]2[CH3:11])=[CH:4][CH:3]=1. The yield is 0.990. (3) The reactants are O.[OH-].[Li+].BrC1C=CC(C([O:11][C@H:12]2[C:16]3[N:17]=[CH:18][N:19]=[C:20]([N:21]4[CH2:26][CH2:25][N:24]([C:27]([O:29][C:30]([CH3:33])([CH3:32])[CH3:31])=[O:28])[CH2:23][CH2:22]4)[C:15]=3[C@H:14]([CH3:34])[CH2:13]2)=O)=CC=1.O. The catalyst is C1COCC1. The product is [OH:11][C@H:12]1[C:16]2[N:17]=[CH:18][N:19]=[C:20]([N:21]3[CH2:26][CH2:25][N:24]([C:27]([O:29][C:30]([CH3:33])([CH3:32])[CH3:31])=[O:28])[CH2:23][CH2:22]3)[C:15]=2[C@H:14]([CH3:34])[CH2:13]1. The yield is 1.00. (4) The reactants are [BH4-].[Na+].[Cl-].[Ca+2].[Cl-].[C:6]([C:8]1[CH:13]=[CH:12][CH:11]=[CH:10][C:9]=1[C:14]1[CH:19]=[CH:18][C:17]([CH2:20][C:21]2[C:26](=[O:27])[N:25]([C:28]3[CH:45]=[CH:44][C:31]([O:32][CH:33]4[CH2:38][CH2:37][CH:36]([C:39](OCC)=[O:40])[CH2:35][CH2:34]4)=[CH:30][CH:29]=3)[C:24]([CH2:46][CH3:47])=[N:23][C:22]=2[CH2:48][CH2:49][CH3:50])=[CH:16][CH:15]=1)#[N:7]. The catalyst is C(O)C.O1CCCC1.C(OCC)(=O)C.Cl. The product is [CH2:46]([C:24]1[N:25]([C:28]2[CH:45]=[CH:44][C:31]([O:32][CH:33]3[CH2:34][CH2:35][CH:36]([CH2:39][OH:40])[CH2:37][CH2:38]3)=[CH:30][CH:29]=2)[C:26](=[O:27])[C:21]([CH2:20][C:17]2[CH:16]=[CH:15][C:14]([C:9]3[C:8]([C:6]#[N:7])=[CH:13][CH:12]=[CH:11][CH:10]=3)=[CH:19][CH:18]=2)=[C:22]([CH2:48][CH2:49][CH3:50])[N:23]=1)[CH3:47]. The yield is 0.710. (5) The reactants are [CH3:1][N:2]1[C:10]2[C:5](=[CH:6][CH:7]=[CH:8][CH:9]=2)[CH:4]=[C:3]1[C:11]([N:13](C1C=CC=CC=1)[C@H:14]([C:16]([NH:18][C@H:19]([CH:24]=[O:25])[CH2:20][C:21]([OH:23])=[O:22])=[O:17])[CH3:15])=[O:12].C=O.[C:34](O)(=O)[CH3:35]. The catalyst is CO. The product is [CH3:1][N:2]1[C:10]2[C:5](=[CH:6][CH:7]=[CH:8][CH:9]=2)[CH:4]=[C:3]1[C:11]([NH:13][C@H:14]([C:16]([NH:18][C@H:19]([CH:24]=[O:25])[CH2:20][C:21]([OH:23])=[O:22])=[O:17])[CH2:15][C:35]1[CH:34]=[CH:5][CH:4]=[CH:3][CH:11]=1)=[O:12]. The yield is 0.250. (6) The reactants are C([O:4][C:5]1[CH:6]=[C:7]([CH:12]=[C:13]([C:15]#[N:16])[CH:14]=1)[C:8]([O:10][CH3:11])=[O:9])C=C.B(Cl)(Cl)Cl. The catalyst is [I-].C([N+](CCCC)(CCCC)CCCC)CCC.ClCCl. The product is [C:15]([C:13]1[CH:12]=[C:7]([CH:6]=[C:5]([OH:4])[CH:14]=1)[C:8]([O:10][CH3:11])=[O:9])#[N:16]. The yield is 0.670. (7) The reactants are [CH:1]([NH:4][C:5]([C:7]1[N:8]([CH3:34])[C:9]([CH2:22][NH:23][S:24]([C:27]2[CH:32]=[CH:31][CH:30]=[CH:29][C:28]=2[Cl:33])(=[O:26])=[O:25])=[CH:10][C:11](=[O:21])[C:12]=1[O:13]CC1C=CC=CC=1)=[O:6])([CH3:3])[CH3:2].C1(S(C(N)C2N(C)C(C(O)=O)=C(O)C(=O)C=2)(=O)=O)C=CC=CC=1. No catalyst specified. The product is [CH:1]([NH:4][C:5]([C:7]1[N:8]([CH3:34])[C:9]([CH2:22][NH:23][S:24]([C:27]2[CH:32]=[CH:31][CH:30]=[CH:29][C:28]=2[Cl:33])(=[O:26])=[O:25])=[CH:10][C:11](=[O:21])[C:12]=1[OH:13])=[O:6])([CH3:3])[CH3:2]. The yield is 0.192.